From a dataset of Forward reaction prediction with 1.9M reactions from USPTO patents (1976-2016). Predict the product of the given reaction. (1) Given the reactants [C:1]([C:5]1[CH:10]=[CH:9][C:8]([C:11]2[N:12]([C:30](Cl)=[O:31])[C@H:13]([C:23]3[CH:28]=[CH:27][C:26]([Cl:29])=[CH:25][CH:24]=3)[C@H:14]([C:16]3[CH:21]=[CH:20][C:19]([Cl:22])=[CH:18][CH:17]=3)[N:15]=2)=[C:7]([O:33][CH2:34][CH3:35])[CH:6]=1)([CH3:4])([CH3:3])[CH3:2].[CH3:36][O:37][N:38]([CH3:48])[C:39](=[O:47])[CH2:40][N:41]1[CH2:46][CH2:45][NH:44][CH2:43][CH2:42]1, predict the reaction product. The product is: [ClH:22].[C:1]([C:5]1[CH:10]=[CH:9][C:8]([C:11]2[N:12]([C:30]([N:44]3[CH2:43][CH2:42][N:41]([CH2:40][C:39]([N:38]([O:37][CH3:36])[CH3:48])=[O:47])[CH2:46][CH2:45]3)=[O:31])[C@H:13]([C:23]3[CH:24]=[CH:25][C:26]([Cl:29])=[CH:27][CH:28]=3)[C@H:14]([C:16]3[CH:17]=[CH:18][C:19]([Cl:22])=[CH:20][CH:21]=3)[N:15]=2)=[C:7]([O:33][CH2:34][CH3:35])[CH:6]=1)([CH3:4])([CH3:2])[CH3:3]. (2) Given the reactants [Si]([O:8][C@H:9]([C:23]1[CH:32]=[CH:31][C:30]([OH:33])=[C:29]2[C:24]=1[CH:25]=[CH:26][C:27](=[O:34])[NH:28]2)[CH2:10][NH:11][CH:12]1[CH2:17][CH2:16][N:15]([CH2:18][CH2:19][C:20]([OH:22])=O)[CH2:14][CH2:13]1)(C(C)(C)C)(C)C.CN(C(ON1N=NC2C=CC=NC1=2)=[N+](C)C)C.F[P-](F)(F)(F)(F)F.C(N(CC)CC)C.[Cl:66][C:67]1[CH:72]=[CH:71][CH:70]=[C:69]([Cl:73])[C:68]=1[CH2:74][NH2:75], predict the reaction product. The product is: [Cl:66][C:67]1[CH:72]=[CH:71][CH:70]=[C:69]([Cl:73])[C:68]=1[CH2:74][NH:75][C:20](=[O:22])[CH2:19][CH2:18][N:15]1[CH2:16][CH2:17][CH:12]([NH:11][CH2:10][C@H:9]([OH:8])[C:23]2[CH:32]=[CH:31][C:30]([OH:33])=[C:29]3[C:24]=2[CH:25]=[CH:26][C:27](=[O:34])[NH:28]3)[CH2:13][CH2:14]1.